Dataset: Peptide-MHC class II binding affinity with 134,281 pairs from IEDB. Task: Regression. Given a peptide amino acid sequence and an MHC pseudo amino acid sequence, predict their binding affinity value. This is MHC class II binding data. (1) The peptide sequence is LSPLTKGILGFVFTL. The MHC is DRB1_0701 with pseudo-sequence DRB1_0701. The binding affinity (normalized) is 0.562. (2) The peptide sequence is VSAIVGAAASVFVCL. The MHC is DRB1_1302 with pseudo-sequence DRB1_1302. The binding affinity (normalized) is 0.451. (3) The peptide sequence is ASYASPSLQTLIAVS. The MHC is HLA-DQA10101-DQB10501 with pseudo-sequence HLA-DQA10101-DQB10501. The binding affinity (normalized) is 0.154. (4) The binding affinity (normalized) is 0.525. The MHC is DRB1_0101 with pseudo-sequence DRB1_0101. The peptide sequence is SGIVCPGLPLIIPDG. (5) The peptide sequence is STWLLKPGAGIMIFD. The MHC is DRB1_1001 with pseudo-sequence DRB1_1001. The binding affinity (normalized) is 0.372. (6) The peptide sequence is PRLLYAKSSPAYPSV. The MHC is DRB1_0701 with pseudo-sequence DRB1_0701. The binding affinity (normalized) is 0.845. (7) The peptide sequence is YALAASALVEAAA. The MHC is HLA-DPA10103-DPB10401 with pseudo-sequence HLA-DPA10103-DPB10401. The binding affinity (normalized) is 0.127.